Dataset: Forward reaction prediction with 1.9M reactions from USPTO patents (1976-2016). Task: Predict the product of the given reaction. Given the reactants [CH3:1][C:2]1[C:11]2[CH:10]=[CH:9][CH:8]=[C:7]([NH2:12])[C:6]=2[CH:5]=[C:4]([CH3:13])[N:3]=1.[F:14][C:15]([F:27])([F:26])[C:16]1[CH:25]=[CH:24][C:19]([CH2:20][N:21]=[C:22]=[O:23])=[CH:18][CH:17]=1, predict the reaction product. The product is: [CH3:1][C:2]1[C:11]2[C:6](=[C:7]([NH:12][C:22]([NH:21][CH2:20][C:19]3[CH:18]=[CH:17][C:16]([C:15]([F:14])([F:27])[F:26])=[CH:25][CH:24]=3)=[O:23])[CH:8]=[CH:9][CH:10]=2)[CH:5]=[C:4]([CH3:13])[N:3]=1.